Dataset: Full USPTO retrosynthesis dataset with 1.9M reactions from patents (1976-2016). Task: Predict the reactants needed to synthesize the given product. (1) The reactants are: [CH2:1]([N:8]1[C:16]2[C:15](=[O:17])[N:14]([CH3:18])[C:13](=[O:19])[N:12]([CH3:20])[C:11]=2[N:10]=[C:9]1Cl)[C:2]1[CH:7]=[CH:6][CH:5]=[CH:4][CH:3]=1.[NH:22]1[CH2:28][CH2:27][CH2:26][CH2:25][CH:24]([NH:29][S:30]([C:33]2[CH:38]=[CH:37][C:36]([CH3:39])=[CH:35][CH:34]=2)(=[O:32])=[O:31])[CH2:23]1. Given the product [CH2:1]([N:8]1[C:16]2[C:15](=[O:17])[N:14]([CH3:18])[C:13](=[O:19])[N:12]([CH3:20])[C:11]=2[N:10]=[C:9]1[N:22]1[CH2:28][CH2:27][CH2:26][CH2:25][CH:24]([NH:29][S:30]([C:33]2[CH:34]=[CH:35][C:36]([CH3:39])=[CH:37][CH:38]=2)(=[O:31])=[O:32])[CH2:23]1)[C:2]1[CH:7]=[CH:6][CH:5]=[CH:4][CH:3]=1, predict the reactants needed to synthesize it. (2) The reactants are: [NH2:1][C:2]1[CH:3]=[CH:4][C:5]2[N:11]([CH3:12])[C:10](=[O:13])[O:9][CH2:8][CH2:7][C:6]=2[CH:14]=1.[F:15][C:16]1[C:17]([NH:26][C:27]2[C:32]([Cl:33])=[CH:31][N:30]=[C:29](Cl)[N:28]=2)=[C:18]([CH:23]=[CH:24][CH:25]=1)[C:19]([NH:21][CH3:22])=[O:20]. Given the product [F:15][C:16]1[C:17]([NH:26][C:27]2[C:32]([Cl:33])=[CH:31][N:30]=[C:29]([NH:1][C:2]3[CH:3]=[CH:4][C:5]4[N:11]([CH3:12])[C:10](=[O:13])[O:9][CH2:8][CH2:7][C:6]=4[CH:14]=3)[N:28]=2)=[C:18]([CH:23]=[CH:24][CH:25]=1)[C:19]([NH:21][CH3:22])=[O:20], predict the reactants needed to synthesize it. (3) Given the product [CH2:1]([C:8]1[C:17]2[C:12](=[CH:13][CH:14]=[CH:15][CH:16]=2)[C:11]([N:18]2[CH2:23][CH2:22][N:21]([C:24]3[CH:25]=[CH:26][C:27]([CH2:30][N:46]4[CH2:51][CH2:50][O:49][CH2:48][CH2:47]4)=[CH:28][N:29]=3)[CH2:20][CH2:19]2)=[N:10][N:9]=1)[C:2]1[CH:3]=[CH:4][CH:5]=[CH:6][CH:7]=1, predict the reactants needed to synthesize it. The reactants are: [CH2:1]([C:8]1[C:17]2[C:12](=[CH:13][CH:14]=[CH:15][CH:16]=2)[C:11]([N:18]2[CH2:23][CH2:22][N:21]([C:24]3[N:29]=[CH:28][C:27]([CH:30]=O)=[CH:26][CH:25]=3)[CH2:20][CH2:19]2)=[N:10][N:9]=1)[C:2]1[CH:7]=[CH:6][CH:5]=[CH:4][CH:3]=1.[BH-](OC(C)=O)(OC(C)=O)OC(C)=O.[Na+].[NH:46]1[CH2:51][CH2:50][O:49][CH2:48][CH2:47]1.C([O-])(O)=O.[Na+]. (4) The reactants are: CO.[CH3:3][C:4]1[C:12]([CH3:13])=[C:11]([O:14][CH3:15])[CH:10]=[C:9]2[C:5]=1[CH:6]=[C:7]([C:16]([O:18]CC)=[O:17])[NH:8]2.[OH-].[Na+]. Given the product [CH3:3][C:4]1[C:12]([CH3:13])=[C:11]([O:14][CH3:15])[CH:10]=[C:9]2[C:5]=1[CH:6]=[C:7]([C:16]([OH:18])=[O:17])[NH:8]2, predict the reactants needed to synthesize it. (5) Given the product [Cl:10][C:11]1[CH:16]=[CH:15][CH:14]=[C:13]([F:17])[C:12]=1[CH2:18][C:19]([C:5]1[CH:6]=[CH:7][C:2]([F:1])=[CH:3][CH:4]=1)=[O:20], predict the reactants needed to synthesize it. The reactants are: [F:1][C:2]1[CH:7]=[CH:6][C:5]([Mg]Br)=[CH:4][CH:3]=1.[Cl:10][C:11]1[CH:16]=[CH:15][CH:14]=[C:13]([F:17])[C:12]=1[CH2:18][C:19](N(OC)C)=[O:20].